From a dataset of Catalyst prediction with 721,799 reactions and 888 catalyst types from USPTO. Predict which catalyst facilitates the given reaction. Reactant: [C:1]1([C:7]2[NH:11][N:10]=[C:9]([C:12]([OH:14])=O)[CH:8]=2)[CH:6]=[CH:5][CH:4]=[CH:3][CH:2]=1.CCN([CH:21]([CH3:23])C)C(C)C.C1C=CC2N([OH:33])N=NC=2C=1.CCN=C=NCCC[N:42]([CH3:44])C.Cl.CN([CH:49]=[O:50])C. Product: [CH2:21]([O:33][C:49](=[O:50])[CH2:44][NH:42][C:12]([C:9]1[CH:8]=[C:7]([C:1]2[CH:2]=[CH:3][CH:4]=[CH:5][CH:6]=2)[NH:11][N:10]=1)=[O:14])[CH3:23]. The catalyst class is: 6.